From a dataset of NCI-60 drug combinations with 297,098 pairs across 59 cell lines. Regression. Given two drug SMILES strings and cell line genomic features, predict the synergy score measuring deviation from expected non-interaction effect. (1) Drug 1: CS(=O)(=O)C1=CC(=C(C=C1)C(=O)NC2=CC(=C(C=C2)Cl)C3=CC=CC=N3)Cl. Drug 2: CCC1=C2CN3C(=CC4=C(C3=O)COC(=O)C4(CC)O)C2=NC5=C1C=C(C=C5)O. Cell line: KM12. Synergy scores: CSS=23.0, Synergy_ZIP=-4.82, Synergy_Bliss=-6.52, Synergy_Loewe=-4.23, Synergy_HSA=-1.86. (2) Drug 1: C1=CC(=CC=C1CCCC(=O)O)N(CCCl)CCCl. Drug 2: C1=CC=C(C=C1)NC(=O)CCCCCCC(=O)NO. Cell line: HCC-2998. Synergy scores: CSS=-2.15, Synergy_ZIP=-8.48, Synergy_Bliss=-18.9, Synergy_Loewe=-45.8, Synergy_HSA=-15.5.